From a dataset of Catalyst prediction with 721,799 reactions and 888 catalyst types from USPTO. Predict which catalyst facilitates the given reaction. (1) Reactant: N[C:2]1[C:7]([N+:8]([O-:10])=[O:9])=[CH:6][C:5]([Cl:11])=[CH:4][N:3]=1.[BrH:12].BrBr.N([O-])=O.[Na+].[OH-].[Na+]. Product: [Br:12][C:2]1[C:7]([N+:8]([O-:10])=[O:9])=[CH:6][C:5]([Cl:11])=[CH:4][N:3]=1. The catalyst class is: 6. (2) Reactant: [F:1][C:2]1[CH:7]=[CH:6][C:5]([C:8]2[C:20]([C:21](=O)[CH:22]=[CH:23]N(C)C)=[C:11]3[CH:12]=[CH:13][C:14]([C:16]([F:19])([F:18])[F:17])=[CH:15][N:10]3[N:9]=2)=[CH:4][CH:3]=1.S(O)(O)(=O)=O.[CH3:33][N:34]1[CH2:39][CH2:38][N:37]([CH2:40][CH2:41][CH2:42][NH:43][C:44]([NH2:46])=[NH:45])[CH2:36][CH2:35]1.C([O-])([O-])=O.[K+].[K+]. Product: [F:1][C:2]1[CH:3]=[CH:4][C:5]([C:8]2[C:20]([C:21]3[CH:22]=[CH:23][N:46]=[C:44]([NH:43][CH2:42][CH2:41][CH2:40][N:37]4[CH2:36][CH2:35][N:34]([CH3:33])[CH2:39][CH2:38]4)[N:45]=3)=[C:11]3[CH:12]=[CH:13][C:14]([C:16]([F:17])([F:19])[F:18])=[CH:15][N:10]3[N:9]=2)=[CH:6][CH:7]=1. The catalyst class is: 3.